From a dataset of Reaction yield outcomes from USPTO patents with 853,638 reactions. Predict the reaction yield, written as a fraction of the theoretical maximum amount of product (1.0 means a 100% yield; for example, 0.34 means a 34% yield). (1) The reactants are [CH2:1]1[C:7]2[CH:8]=[CH:9][CH:10]=[CH:11][C:6]=2[CH2:5][CH2:4][NH:3][CH2:2]1.[N+:12]([O-])([OH:14])=[O:13].[OH-].[Na+]. The catalyst is OS(O)(=O)=O. The product is [N+:12]([C:9]1[CH:10]=[CH:11][C:6]2[CH2:5][CH2:4][NH:3][CH2:2][CH2:1][C:7]=2[CH:8]=1)([O-:14])=[O:13]. The yield is 0.460. (2) The reactants are [CH2:1]([NH2:4])[CH2:2][CH3:3].C([O-])(=O)C.[Na+].[CH3:10][N:11]1[C:15](=[O:16])[CH:14]=[C:13](Br)[C:12]1=[O:18]. The catalyst is CO. The product is [CH3:10][N:11]1[C:15](=[O:16])[CH:14]=[C:13]([NH:4][CH2:1][CH2:2][CH3:3])[C:12]1=[O:18]. The yield is 0.310. (3) The reactants are [Cl:1][C:2]1[CH:3]=[N:4][C:5](S(C)(=O)=O)=[N:6][CH:7]=1.[C-:12]#[N:13].[Na+]. The catalyst is CS(C)=O.O. The product is [Cl:1][C:2]1[CH:3]=[N:4][C:5]([C:12]#[N:13])=[N:6][CH:7]=1. The yield is 0.810.